Dataset: CYP1A2 inhibition data for predicting drug metabolism from PubChem BioAssay. Task: Regression/Classification. Given a drug SMILES string, predict its absorption, distribution, metabolism, or excretion properties. Task type varies by dataset: regression for continuous measurements (e.g., permeability, clearance, half-life) or binary classification for categorical outcomes (e.g., BBB penetration, CYP inhibition). Dataset: cyp1a2_veith. (1) The molecule is CC(=O)Nc1nnc(S(N)(=O)=O)s1. The result is 0 (non-inhibitor). (2) The molecule is Cc1ccccc1-c1nccc(NCc2cccs2)n1. The result is 1 (inhibitor). (3) The drug is CC(C)NC1(C(N)=O)CCN(Cc2ccccc2)CC1. The result is 0 (non-inhibitor). (4) The compound is COc1c2occc2cc2ccc(=O)oc12. The result is 1 (inhibitor). (5) The drug is Cc1ccc(S(=O)(=O)N2CCC(=O)N2)cc1. The result is 0 (non-inhibitor). (6) The drug is COc1cccc(C2=NOC(C(=O)NCc3ccccn3)C2)c1. The result is 0 (non-inhibitor). (7) The molecule is CCCn1c(C)c(C(=O)c2cccc3ccccc23)c2ccccc21. The result is 1 (inhibitor). (8) The result is 1 (inhibitor). The compound is Nc1c2ccccc2nc2c(O)cccc12.